From a dataset of Cav3 T-type calcium channel HTS with 100,875 compounds. Binary Classification. Given a drug SMILES string, predict its activity (active/inactive) in a high-throughput screening assay against a specified biological target. The compound is N(c1nc(nnc1c1ccccc1)c1ncccc1)C. The result is 0 (inactive).